Dataset: Full USPTO retrosynthesis dataset with 1.9M reactions from patents (1976-2016). Task: Predict the reactants needed to synthesize the given product. (1) Given the product [CH:20]([C:2]1[C:12]2[O:11][CH2:10][CH2:9][N:8]([C:13]([O:15][C:16]([CH3:19])([CH3:18])[CH3:17])=[O:14])[CH2:7][C:6]=2[CH:5]=[CH:4][CH:3]=1)=[CH2:21], predict the reactants needed to synthesize it. The reactants are: Br[C:2]1[C:12]2[O:11][CH2:10][CH2:9][N:8]([C:13]([O:15][C:16]([CH3:19])([CH3:18])[CH3:17])=[O:14])[CH2:7][C:6]=2[CH:5]=[CH:4][CH:3]=1.[CH:20](B1OC(C)(C)C(C)(C)O1)=[CH2:21].C(=O)([O-])[O-].[Na+].[Na+].O. (2) Given the product [CH:1]1[C:2]([CH2:10][C@@H:11]([NH2:28])[CH2:12][C:13]([N:15]2[CH2:27][C:19]3=[N:20][N:21]=[C:22]([C:23]([F:26])([F:25])[F:24])[N:18]3[CH2:17][CH2:16]2)=[O:14])=[C:3]([F:9])[CH:4]=[C:5]([F:8])[C:6]=1[F:7].[OH2:31].[OH:34][P:32]([OH:36])([OH:35])=[O:33], predict the reactants needed to synthesize it. The reactants are: [CH:1]1[C:2]([CH2:10][C@@H:11]([NH2:28])[CH2:12][C:13]([N:15]2[CH2:27][C:19]3=[N:20][N:21]=[C:22]([C:23]([F:26])([F:25])[F:24])[N:18]3[CH2:17][CH2:16]2)=[O:14])=[C:3]([F:9])[CH:4]=[C:5]([F:8])[C:6]=1[F:7].C([OH:31])C.[P:32](=[O:36])([OH:35])([OH:34])[OH:33]. (3) Given the product [Cl:1][C:2]1[CH:3]=[C:4]([N:8]2[C:12]([C:13]3[CH:18]=[CH:17][CH:16]=[C:15]([N+:19]([O-:21])=[O:20])[CH:14]=3)=[CH:11][C:10]([C:22]([OH:24])=[O:23])=[N:9]2)[CH:5]=[CH:6][CH:7]=1, predict the reactants needed to synthesize it. The reactants are: [Cl:1][C:2]1[CH:3]=[C:4]([N:8]2[C:12]([C:13]3[CH:18]=[CH:17][CH:16]=[C:15]([N+:19]([O-:21])=[O:20])[CH:14]=3)=[CH:11][C:10]([C:22]([O:24]CC)=[O:23])=[N:9]2)[CH:5]=[CH:6][CH:7]=1.[OH-].[K+]. (4) Given the product [NH:34]1[CH:35]=[C:31]([C:30]2[N:17]3[C:18]([C:19]4[CH:20]=[C:21]([C:22]5[CH:27]=[CH:26][CH:25]=[CH:24][CH:23]=5)[C:12]([C:9]5[CH:8]=[CH:7][C:6]([CH:2]=[N:38][OH:39])=[CH:11][CH:10]=5)=[N:13][C:14]=4[CH:15]=[CH:16]3)=[N:28][N:29]=2)[N:32]=[CH:33]1, predict the reactants needed to synthesize it. The reactants are: O1CCO[CH:2]1[C:6]1[CH:11]=[CH:10][C:9]([C:12]2[C:21]([C:22]3[CH:27]=[CH:26][CH:25]=[CH:24][CH:23]=3)=[CH:20][C:19]3[C:18]4=[N:28][N:29]=[C:30]([C:31]5[N:32]=[CH:33][NH:34][CH:35]=5)[N:17]4[CH:16]=[CH:15][C:14]=3[N:13]=2)=[CH:8][CH:7]=1.Cl.Cl.[NH2:38][OH:39]. (5) Given the product [CH3:36][C:35]1[C:30]([NH:29][C:25]([CH:22]2[CH2:23][CH2:24][N:19]([C:16]3[CH:17]=[CH:18][C:13]([NH:12][C:11]([NH:10][C:4]4[CH:5]=[C:6]([CH3:9])[CH:7]=[CH:8][C:3]=4[O:2][CH3:1])=[O:28])=[CH:14][CH:15]=3)[CH2:20][CH2:21]2)=[O:26])=[N:31][CH:32]=[CH:33][CH:34]=1, predict the reactants needed to synthesize it. The reactants are: [CH3:1][O:2][C:3]1[CH:8]=[CH:7][C:6]([CH3:9])=[CH:5][C:4]=1[NH:10][C:11](=[O:28])[NH:12][C:13]1[CH:18]=[CH:17][C:16]([N:19]2[CH2:24][CH2:23][CH:22]([C:25](O)=[O:26])[CH2:21][CH2:20]2)=[CH:15][CH:14]=1.[NH2:29][C:30]1[C:35]([CH3:36])=[CH:34][CH:33]=[CH:32][N:31]=1.CN(C(ON1N=NC2C=CC=NC1=2)=[N+](C)C)C.F[P-](F)(F)(F)(F)F.C(N(CC)CC)C. (6) Given the product [ClH:27].[ClH:27].[C:1]1([CH2:7][CH2:8][O:9][CH2:10][CH2:11][NH:12][C@H:13]2[CH2:14][CH2:15][C@H:16]([NH2:19])[CH2:17][CH2:18]2)[CH:2]=[CH:3][CH:4]=[CH:5][CH:6]=1, predict the reactants needed to synthesize it. The reactants are: [C:1]1([CH2:7][CH2:8][O:9][CH2:10][CH2:11][NH:12][C@H:13]2[CH2:18][CH2:17][C@H:16]([NH:19]C(=O)OC(C)(C)C)[CH2:15][CH2:14]2)[CH:6]=[CH:5][CH:4]=[CH:3][CH:2]=1.[ClH:27]. (7) Given the product [C:10]1([S:16][C:2]2[CH:9]=[CH:8][C:5]([C:6]#[N:7])=[CH:4][CH:3]=2)[CH:15]=[CH:14][CH:13]=[CH:12][CH:11]=1, predict the reactants needed to synthesize it. The reactants are: F[C:2]1[CH:9]=[CH:8][C:5]([C:6]#[N:7])=[CH:4][CH:3]=1.[C:10]1([SH:16])[CH:15]=[CH:14][CH:13]=[CH:12][CH:11]=1.C(=O)([O-])[O-].[K+].[K+]. (8) Given the product [Cl:8][C:6]1[N:7]=[C:2]([N:24]2[C:25]3[C:21](=[CH:20][C:19]([O:26][CH3:27])=[C:18]([F:28])[C:17]=3[Cl:16])[CH2:22][CH2:23]2)[C:3](=[O:15])[N:4]([C@H:9]([CH:12]2[CH2:14][CH2:13]2)[CH2:10][CH3:11])[CH:5]=1, predict the reactants needed to synthesize it. The reactants are: Cl[C:2]1[C:3](=[O:15])[N:4]([C@H:9]([CH:12]2[CH2:14][CH2:13]2)[CH2:10][CH3:11])[CH:5]=[C:6]([Cl:8])[N:7]=1.[Cl:16][C:17]1[C:18]([F:28])=[C:19]([O:26][CH3:27])[CH:20]=[C:21]2[C:25]=1[NH:24][CH2:23][CH2:22]2.